Dataset: Catalyst prediction with 721,799 reactions and 888 catalyst types from USPTO. Task: Predict which catalyst facilitates the given reaction. (1) Reactant: [C:1]([O:5][C:6](=[O:33])[CH2:7][C:8]1([CH2:25][C:26](=[O:32])[O:27][C:28]([CH3:31])([CH3:30])[CH3:29])[O:12][N:11]=[C:10]([C:13]2[CH:18]=[C:17]([OH:19])[CH:16]=[CH:15][C:14]=2[CH2:20][CH2:21][C:22](O)=[O:23])[CH2:9]1)([CH3:4])([CH3:3])[CH3:2].[NH:34]1[CH2:39][CH2:38][S:37](=[O:41])(=[O:40])[CH2:36][CH2:35]1.CCN=C=NCCCN(C)C.C1C=CC2N(O)N=NC=2C=1.Cl. Product: [O:40]=[S:37]1(=[O:41])[CH2:38][CH2:39][N:34]([C:22](=[O:23])[CH2:21][CH2:20][C:14]2[CH:15]=[CH:16][C:17]([OH:19])=[CH:18][C:13]=2[C:10]2[CH2:9][C:8]([CH2:7][C:6]([O:5][C:1]([CH3:3])([CH3:2])[CH3:4])=[O:33])([CH2:25][C:26]([O:27][C:28]([CH3:31])([CH3:30])[CH3:29])=[O:32])[O:12][N:11]=2)[CH2:35][CH2:36]1. The catalyst class is: 3. (2) Reactant: [CH2:1]([O:3][C:4](=[O:33])[CH2:5][CH2:6][CH2:7][CH2:8][CH:9]([CH2:13][C:14]1[CH:19]=[C:18]([F:20])[C:17]([O:21][Si:22]([CH:29]([CH3:31])[CH3:30])([CH:26]([CH3:28])[CH3:27])[CH:23]([CH3:25])[CH3:24])=[C:16]([F:32])[CH:15]=1)[C:10](O)=[O:11])[CH3:2].O. Product: [F:32][C:16]1[CH:15]=[C:14]([CH:19]=[C:18]([F:20])[C:17]=1[O:21][Si:22]([CH:29]([CH3:31])[CH3:30])([CH:23]([CH3:25])[CH3:24])[CH:26]([CH3:28])[CH3:27])[CH2:13][CH:9]([CH2:10][OH:11])[CH2:8][CH2:7][CH2:6][CH2:5][C:4]([O:3][CH2:1][CH3:2])=[O:33]. The catalyst class is: 1. (3) Reactant: [CH:1]1([C:6]2([CH2:14][CH2:15][C:16]3[CH:21]=[CH:20][C:19]([C:22]4([C:25]#[N:26])[CH2:24][CH2:23]4)=[C:18]([F:27])[CH:17]=3)[CH2:11][C:10](=[O:12])[CH2:9][C:8](=[O:13])[O:7]2)[CH2:5][CH2:4][CH2:3][CH2:2]1.[CH3:28][C:29]1[CH:30]=[N:31][C:32]2[N:33]([N:35]=[C:36]([CH:38]=O)[N:37]=2)[CH:34]=1. Product: [CH:1]1([C:6]2([CH2:14][CH2:15][C:16]3[CH:21]=[CH:20][C:19]([C:22]4([C:25]#[N:26])[CH2:23][CH2:24]4)=[C:18]([F:27])[CH:17]=3)[CH2:11][C:10]([OH:12])=[C:9]([CH2:38][C:36]3[N:37]=[C:32]4[N:31]=[CH:30][C:29]([CH3:28])=[CH:34][N:33]4[N:35]=3)[C:8](=[O:13])[O:7]2)[CH2:5][CH2:4][CH2:3][CH2:2]1. The catalyst class is: 5. (4) Reactant: [CH3:1][O:2][C:3]([NH:5][C@H:6]([C:10]([N:12]1[C@@H:16]([CH3:17])[CH2:15][CH2:14][C@H:13]1[C:18]1[NH:22][C:21]2[C:23]3[C:28]([CH:29]=[CH:30][C:20]=2[N:19]=1)=[CH:27][C:26]1[C:31]2[C:36]([CH2:37][O:38][C:25]=1[CH:24]=3)=[CH:35][C:34]([C:39]1[NH:43][C:42]([C@@H:44]3[CH2:48][C@H:47]([CH3:49])[CH2:46][N:45]3C(OC(C)(C)C)=O)=[N:41][CH:40]=1)=[CH:33][CH:32]=2)=[O:11])[CH:7]([CH3:9])[CH3:8])=[O:4].[CH3:57][O:58][C:59]([NH:61][C@H:62]([C:66]1[CH:71]=[CH:70][CH:69]=[CH:68][CH:67]=1)[C:63]([OH:65])=O)=[O:60].CCOC(C(C#N)=NOC(N1CCOCC1)=[N+](C)C)=O.F[P-](F)(F)(F)(F)F.C(N(C(C)C)CC)(C)C. Product: [CH3:1][O:2][C:3](=[O:4])[NH:5][C@@H:6]([CH:7]([CH3:9])[CH3:8])[C:10]([N:12]1[C@@H:16]([CH3:17])[CH2:15][CH2:14][C@H:13]1[C:18]1[NH:22][C:21]2[C:23]3[C:28]([CH:29]=[CH:30][C:20]=2[N:19]=1)=[CH:27][C:26]1[C:31]2[C:36]([CH2:37][O:38][C:25]=1[CH:24]=3)=[CH:35][C:34]([C:39]1[NH:43][C:42]([C@@H:44]3[CH2:48][C@H:47]([CH3:49])[CH2:46][N:45]3[C:63](=[O:65])[C@H:62]([NH:61][C:59]([O:58][CH3:57])=[O:60])[C:66]3[CH:71]=[CH:70][CH:69]=[CH:68][CH:67]=3)=[N:41][CH:40]=1)=[CH:33][CH:32]=2)=[O:11]. The catalyst class is: 422. (5) Reactant: C(Cl)(=O)C(Cl)=O.[CH3:7][O:8][C:9]1[CH:17]=[CH:16][C:12]([C:13]([OH:15])=O)=[CH:11][C:10]=1[N+:18]([O-])=O.[Cl:21][C:22]1[CH:28]=[CH:27][C:25]([NH2:26])=[CH:24][CH:23]=1. The catalyst class is: 9. Product: [NH2:18][C:10]1[CH:11]=[C:12]([CH:16]=[CH:17][C:9]=1[O:8][CH3:7])[C:13]([NH:26][C:25]1[CH:27]=[CH:28][C:22]([Cl:21])=[CH:23][CH:24]=1)=[O:15].